This data is from Catalyst prediction with 721,799 reactions and 888 catalyst types from USPTO. The task is: Predict which catalyst facilitates the given reaction. (1) Reactant: S(O)(O)(=O)=O.[NH2:6][CH2:7][C:8]1[CH:16]=[CH:15][C:11]([C:12]([OH:14])=[O:13])=[CH:10][C:9]=1[N+:17]([O-:19])=[O:18].C(=O)([O-])[O-].[K+].[K+].[C:26]([O:30][C:31](O[C:31]([O:30][C:26]([CH3:29])([CH3:28])[CH3:27])=[O:32])=[O:32])([CH3:29])([CH3:28])[CH3:27].Cl. Product: [C:26]([O:30][C:31]([NH:6][CH2:7][C:8]1[CH:16]=[CH:15][C:11]([C:12]([OH:14])=[O:13])=[CH:10][C:9]=1[N+:17]([O-:19])=[O:18])=[O:32])([CH3:29])([CH3:28])[CH3:27]. The catalyst class is: 6. (2) Reactant: [CH3:1][C:2]1([CH3:14])[C:6]([CH3:8])([CH3:7])[O:5][B:4]([C:9]2[CH:10]=[N:11][NH:12][CH:13]=2)[O:3]1.C(=O)([O-])[O-].[Cs+].[Cs+].Br[CH2:22][CH2:23][O:24][CH3:25]. Product: [CH3:25][O:24][CH2:23][CH2:22][N:12]1[CH:13]=[C:9]([B:4]2[O:5][C:6]([CH3:7])([CH3:8])[C:2]([CH3:14])([CH3:1])[O:3]2)[CH:10]=[N:11]1. The catalyst class is: 18. (3) Reactant: Cl.[O:2]1[CH2:7][CH2:6][N:5]([CH2:8][CH2:9][CH2:10][C:11]([OH:13])=O)[CH2:4][CH2:3]1.[I:14][C:15]1[CH:16]=[CH:17][C:18]2[N:19]([CH:21]=[C:22]([NH2:24])[N:23]=2)[CH:20]=1.CCN=C=NCCCN(C)C.CCN(C(C)C)C(C)C. Product: [I:14][C:15]1[CH:16]=[CH:17][C:18]2[N:19]([CH:21]=[C:22]([NH:24][C:11](=[O:13])[CH2:10][CH2:9][CH2:8][N:5]3[CH2:4][CH2:3][O:2][CH2:7][CH2:6]3)[N:23]=2)[CH:20]=1. The catalyst class is: 124.